Dataset: Catalyst prediction with 721,799 reactions and 888 catalyst types from USPTO. Task: Predict which catalyst facilitates the given reaction. (1) Reactant: [NH2:1][C:2]1[CH:20]=[CH:19][CH:18]=[CH:17][C:3]=1[C:4]([NH:6][C:7]1[CH:12]=[CH:11][C:10]([CH:13]([CH2:15][CH3:16])[CH3:14])=[CH:9][CH:8]=1)=[O:5].[N:21]1([C:27]2[CH:34]=[CH:33][C:30]([CH:31]=O)=[CH:29][N:28]=2)[CH2:26][CH2:25][CH2:24][CH2:23][CH2:22]1. Product: [CH:13]([C:10]1[CH:11]=[CH:12][C:7]([N:6]2[C:4](=[O:5])[C:3]3[C:2](=[CH:20][CH:19]=[CH:18][CH:17]=3)[N:1]=[C:31]2[C:30]2[CH:29]=[N:28][C:27]([N:21]3[CH2:26][CH2:25][CH2:24][CH2:23][CH2:22]3)=[CH:34][CH:33]=2)=[CH:8][CH:9]=1)([CH2:15][CH3:16])[CH3:14]. The catalyst class is: 14. (2) Reactant: [N+:1]([C:4]1[CH:9]=[C:8]([C:10]([F:13])([F:12])[F:11])[CH:7]=[CH:6][C:5]=1[OH:14])([O-])=O. Product: [NH2:1][C:4]1[CH:9]=[C:8]([C:10]([F:11])([F:12])[F:13])[CH:7]=[CH:6][C:5]=1[OH:14]. The catalyst class is: 19. (3) Reactant: [NH2:1][C:2]1[C:7]2=[CH:8][CH:9]=[C:10]([C:11]3(O)[C@H:15]([O:16][Si:17]([C:20]([CH3:23])([CH3:22])[CH3:21])([CH3:19])[CH3:18])[C@H:14]([O:24][Si:25]([C:28]([CH3:31])([CH3:30])[CH3:29])([CH3:27])[CH3:26])[C@@H:13]([CH2:32][O:33][Si](C(C)(C)C)(C)C)[O:12]3)[N:6]2[N:5]=[CH:4][N:3]=1.FC(F)(F)C(O)=O.FC(F)(F)S(O[Si](C)(C)C)(=O)=O.C[Si]([C:65]#[N:66])(C)C.C(N(CC)CC)C. Product: [NH2:1][C:2]1[C:7]2=[CH:8][CH:9]=[C:10]([C@@:11]3([C:65]#[N:66])[C@H:15]([O:16][Si:17]([C:20]([CH3:23])([CH3:22])[CH3:21])([CH3:19])[CH3:18])[C@H:14]([O:24][Si:25]([C:28]([CH3:30])([CH3:29])[CH3:31])([CH3:26])[CH3:27])[C@@H:13]([CH2:32][OH:33])[O:12]3)[N:6]2[N:5]=[CH:4][N:3]=1. The catalyst class is: 34. (4) Reactant: [NH2:1][C:2]1[C:7]2[C:8]([CH2:11][O:12][C:13]3[CH:18]=[C:17]([NH:19][C:20](=[O:32])[C:21]4[CH:26]=[CH:25][C:24]([NH:27][CH2:28][CH2:29][OH:30])=[C:23]([Cl:31])[CH:22]=4)[CH:16]=[CH:15][C:14]=3[CH3:33])=[CH:9][S:10][C:6]=2[C:5]([C:34]([OH:36])=O)=[CH:4][N:3]=1.C[N:38](C(ON1N=NC2C=CC=CC1=2)=[N+](C)C)C.F[P-](F)(F)(F)(F)F.C(N(C(C)C)CC)(C)C.[Cl-].[NH4+]. Product: [NH2:1][C:2]1[C:7]2[C:8]([CH2:11][O:12][C:13]3[CH:18]=[C:17]([NH:19][C:20](=[O:32])[C:21]4[CH:26]=[CH:25][C:24]([NH:27][CH2:28][CH2:29][OH:30])=[C:23]([Cl:31])[CH:22]=4)[CH:16]=[CH:15][C:14]=3[CH3:33])=[CH:9][S:10][C:6]=2[C:5]([C:34]([NH2:38])=[O:36])=[CH:4][N:3]=1. The catalyst class is: 9. (5) Reactant: [NH2:1][C:2]1[CH:3]=[C:4]([SH:8])[CH:5]=[CH:6][CH:7]=1.[BH4-].I[C:11]1[CH:16]=[CH:15][C:14]([CH2:17][C:18]([O:20][CH2:21][CH3:22])=[O:19])=[CH:13][CH:12]=1. Product: [NH2:1][C:2]1[CH:3]=[C:4]([S:8][C:11]2[CH:16]=[CH:15][C:14]([CH2:17][C:18]([O:20][CH2:21][CH3:22])=[O:19])=[CH:13][CH:12]=2)[CH:5]=[CH:6][CH:7]=1. The catalyst class is: 219. (6) Reactant: [Cl:1][C:2]1[N:3]=[C:4](Cl)[C:5]2[CH2:11][S:10][CH2:9][CH2:8][C:6]=2[N:7]=1.CCN(CC)CC.[CH3:20][C@H:21]1[CH2:26][O:25][CH2:24][CH2:23][NH:22]1. Product: [Cl:1][C:2]1[N:3]=[C:4]([N:22]2[CH2:23][CH2:24][O:25][CH2:26][C@@H:21]2[CH3:20])[C:5]2[CH2:11][S:10][CH2:9][CH2:8][C:6]=2[N:7]=1. The catalyst class is: 3. (7) Reactant: [CH3:1][C:2]1[O:3][C:4](=[O:8])[O:5][C:6]=1[CH3:7].N(C(C)(C)C#N)=NC(C)(C)C#N.[Br:21]N1C(=O)CCC1=O.C1C(=O)N(Br)C(=O)C1. Product: [Br:21][CH2:1][C:2]1[O:3][C:4](=[O:8])[O:5][C:6]=1[CH3:7]. The catalyst class is: 53. (8) Reactant: [Cl:1][C:2]1[CH:7]=[C:6]([Cl:8])[CH:5]=[CH:4][C:3]=1[C:9]1[N:10]=[C:11]([N:16]2[CH2:21][CH2:20][O:19][CH2:18][CH2:17]2)[S:12][C:13]=1[C:14]#[N:15].S(=O)(=O)(O)[OH:23]. Product: [Cl:1][C:2]1[CH:7]=[C:6]([Cl:8])[CH:5]=[CH:4][C:3]=1[C:9]1[N:10]=[C:11]([N:16]2[CH2:17][CH2:18][O:19][CH2:20][CH2:21]2)[S:12][C:13]=1[C:14]([NH2:15])=[O:23]. The catalyst class is: 6.